Dataset: Full USPTO retrosynthesis dataset with 1.9M reactions from patents (1976-2016). Task: Predict the reactants needed to synthesize the given product. Given the product [CH2:1]([O:8][C:9]1[C:10]([CH:26]2[O:27][CH2:28][CH2:29][O:30]2)=[CH:11][C:12]([Cl:25])=[C:13]([CH:24]=1)[O:14][C:15]1[N:19]([CH3:20])[N:18]=[C:17]([CH3:21])[C:16]=1[CH3:22])[C:2]1[CH:3]=[CH:4][CH:5]=[CH:6][CH:7]=1, predict the reactants needed to synthesize it. The reactants are: [CH2:1]([O:8][C:9]1[C:10]([CH:26]2[O:30][CH2:29][CH2:28][O:27]2)=[CH:11][C:12]([Cl:25])=[C:13]([CH:24]=1)[O:14][C:15]1[N:19]([CH3:20])[N:18]=[C:17]([CH3:21])[C:16]=1[CH:22]=O)[C:2]1[CH:7]=[CH:6][CH:5]=[CH:4][CH:3]=1.C(O)COCCO.O.NN.[OH-].[K+].